From a dataset of CYP3A4 inhibition data for predicting drug metabolism from PubChem BioAssay. Regression/Classification. Given a drug SMILES string, predict its absorption, distribution, metabolism, or excretion properties. Task type varies by dataset: regression for continuous measurements (e.g., permeability, clearance, half-life) or binary classification for categorical outcomes (e.g., BBB penetration, CYP inhibition). Dataset: cyp3a4_veith. (1) The compound is O=C(O)c1oc(C(=O)O)c(C(=O)O)c1C(=O)O. The result is 0 (non-inhibitor). (2) The drug is CC1Cc2ccccc2N1C(=O)c1cc2c(=O)n3ccccc3nc2n1C. The result is 0 (non-inhibitor). (3) The result is 0 (non-inhibitor). The drug is Cc1ccccc1C(=O)Nc1ccc(N2CCOCC2)nc1. (4) The drug is Cc1ccc(-c2noc(CN(C(=O)C34CC5CC(CC(C5)C3)C4)C(C)C)n2)cc1. The result is 0 (non-inhibitor). (5) The molecule is CC(C)CN1CCC2(CC1)CCN(C(=O)c1cc(C(F)(F)F)cc(C(F)(F)F)c1)CC2. The result is 0 (non-inhibitor). (6) The compound is OC[C@H](S)CS. The result is 0 (non-inhibitor). (7) The molecule is CCC(=O)NNC(=O)CCC(=O)Nc1ccccc1. The result is 0 (non-inhibitor).